This data is from Forward reaction prediction with 1.9M reactions from USPTO patents (1976-2016). The task is: Predict the product of the given reaction. (1) Given the reactants C([O:3][C:4]([C:6]1[CH:7]=[N:8][NH:9][C:10]=1[CH3:11])=[O:5])C.[OH-].[Na+], predict the reaction product. The product is: [CH3:11][C:10]1[NH:9][N:8]=[CH:7][C:6]=1[C:4]([OH:5])=[O:3]. (2) Given the reactants [OH:1][C:2]1[CH:9]=[CH:8][C:7]([O:10][CH3:11])=[CH:6][C:3]=1[CH:4]=O.Br[CH2:13][C:14]([O:16][CH2:17][CH3:18])=[O:15].C(=O)([O-])[O-].[K+].[K+].C(OCC)(=O)C, predict the reaction product. The product is: [CH3:11][O:10][C:7]1[CH:8]=[CH:9][C:2]2[O:1][C:13]([C:14]([O:16][CH2:17][CH3:18])=[O:15])=[CH:4][C:3]=2[CH:6]=1. (3) Given the reactants [CH2:1]([NH:8][C:9]([C:11]1[CH:20]=[CH:19][C:14]([C:15]([O:17][CH3:18])=[O:16])=[C:13]([OH:21])[C:12]=1[OH:22])=[O:10])[C:2]1[CH:7]=[CH:6][CH:5]=[CH:4][CH:3]=1.[F:23][C:24]([F:34])([F:33])C1C=CC=CC=1CN, predict the reaction product. The product is: [F:23][C:24]([F:34])([F:33])[C:7]1[CH:6]=[CH:5][CH:4]=[CH:3][C:2]=1[CH2:1][NH:8][C:9]([C:11]1[CH:20]=[CH:19][C:14]([C:15]([O:17][CH3:18])=[O:16])=[C:13]([OH:21])[C:12]=1[OH:22])=[O:10]. (4) The product is: [Cl:36][C:7]1[CH:8]=[C:9]2[C:14](=[C:5]([C:3]([OH:4])=[O:2])[CH:6]=1)[NH:13][CH:12]([C:15]1[CH:20]=[CH:19][CH:18]=[C:17]([N:21]3[CH2:22][CH2:23][N:24]([C:27]4[CH:28]=[CH:29][C:30]([Cl:33])=[CH:31][CH:32]=4)[CH2:25][CH2:26]3)[CH:16]=1)[C:11]([CH3:35])([CH3:34])[CH2:10]2. Given the reactants C[O:2][C:3]([C:5]1[CH:6]=[C:7]([Cl:36])[CH:8]=[C:9]2[C:14]=1[NH:13][CH:12]([C:15]1[CH:20]=[CH:19][CH:18]=[C:17]([N:21]3[CH2:26][CH2:25][N:24]([C:27]4[CH:32]=[CH:31][C:30]([Cl:33])=[CH:29][CH:28]=4)[CH2:23][CH2:22]3)[CH:16]=1)[C:11]([CH3:35])([CH3:34])[CH2:10]2)=[O:4].O.[OH-].[Li+].O.Cl, predict the reaction product. (5) Given the reactants CC(C)=[O:3].OS(O)(=O)=O.O=[Cr](=O)=O.[CH2:14]1[O:24][C:23]2[C:16](=[C:17]([CH:20]=[CH:21][CH:22]=2)[CH:18]=[O:19])[O:15]1, predict the reaction product. The product is: [CH2:14]1[O:24][C:23]2[C:16](=[C:17]([CH:20]=[CH:21][CH:22]=2)[C:18]([OH:3])=[O:19])[O:15]1. (6) Given the reactants C([Si](C)(C)[O:6][CH:7]1[CH2:12][CH2:11][C:10](=[CH2:13])[CH2:9][CH2:8]1)(C)(C)C.C(=O)([O-])[O-].[K+].[K+].C(OC([N:29](C(OC(C)(C)C)=O)[C:30]1[N:39]=[C:33]2[CH:34]=[CH:35][CH:36]=[C:37](Br)[N:32]2[N:31]=1)=O)(C)(C)C.[F:47][C:48]([F:53])([F:52])[C:49](O)=[O:50], predict the reaction product. The product is: [F:47][C:48]([F:53])([F:52])[C:49]([O:6][CH:7]1[CH2:8][CH2:9][CH:10]([CH2:13][C:37]2[N:32]3[N:31]=[C:30]([NH2:29])[N:39]=[C:33]3[CH:34]=[CH:35][CH:36]=2)[CH2:11][CH2:12]1)=[O:50]. (7) Given the reactants [CH3:1][O:2][CH2:3][C:4]([NH:6][NH2:7])=O.[CH2:8]([N:10]=[C:11]=[O:12])[CH3:9], predict the reaction product. The product is: [CH2:8]([N:10]1[C:4]([CH2:3][O:2][CH3:1])=[N:6][NH:7][C:11]1=[O:12])[CH3:9].